This data is from Catalyst prediction with 721,799 reactions and 888 catalyst types from USPTO. The task is: Predict which catalyst facilitates the given reaction. Reactant: [F:1][C:2]1[CH:36]=[CH:35][C:5]([CH2:6][N:7]2[CH2:12][CH2:11][CH2:10][C:9]3([NH:17][C:16](=[O:18])[C:15]4[CH:19]=[C:20](/[CH:23]=[CH:24]/[C:25]([NH:27][O:28]C5CCCCO5)=[O:26])[CH:21]=[CH:22][C:14]=4[O:13]3)[CH2:8]2)=[CH:4][CH:3]=1.Cl. Product: [F:1][C:2]1[CH:3]=[CH:4][C:5]([CH2:6][N:7]2[CH2:12][CH2:11][CH2:10][C:9]3([NH:17][C:16](=[O:18])[C:15]4[CH:19]=[C:20](/[CH:23]=[CH:24]/[C:25]([NH:27][OH:28])=[O:26])[CH:21]=[CH:22][C:14]=4[O:13]3)[CH2:8]2)=[CH:35][CH:36]=1. The catalyst class is: 135.